Dataset: Forward reaction prediction with 1.9M reactions from USPTO patents (1976-2016). Task: Predict the product of the given reaction. (1) Given the reactants [F:1][C:2]1[CH:3]=[C:4]([CH:12]=[CH:13][CH:14]=1)[O:5][C:6]([CH3:11])([CH3:10])[C:7](O)=[O:8].[Cl:15]SCl.N#N, predict the reaction product. The product is: [F:1][C:2]1[CH:3]=[C:4]([CH:12]=[CH:13][CH:14]=1)[O:5][C:6]([CH3:11])([CH3:10])[C:7]([Cl:15])=[O:8]. (2) Given the reactants Br[C:2]1[CH:18]=[CH:17][C:5]([O:6][CH:7]2[CH2:12][CH2:11][N:10]([CH:13]3[CH2:16][O:15][CH2:14]3)[CH2:9][CH2:8]2)=[C:4]([O:19][CH3:20])[CH:3]=1.[B:21]1([B:21]2[O:25][C:24]([CH3:27])([CH3:26])[C:23]([CH3:29])([CH3:28])[O:22]2)[O:25][C:24]([CH3:27])([CH3:26])[C:23]([CH3:29])([CH3:28])[O:22]1.CC([O-])=O.[K+], predict the reaction product. The product is: [CH3:20][O:19][C:4]1[CH:3]=[C:2]([B:21]2[O:25][C:24]([CH3:27])([CH3:26])[C:23]([CH3:29])([CH3:28])[O:22]2)[CH:18]=[CH:17][C:5]=1[O:6][CH:7]1[CH2:12][CH2:11][N:10]([CH:13]2[CH2:16][O:15][CH2:14]2)[CH2:9][CH2:8]1.